From a dataset of Catalyst prediction with 721,799 reactions and 888 catalyst types from USPTO. Predict which catalyst facilitates the given reaction. (1) Reactant: [Br:1][C:2]1[CH:10]=[CH:9][C:5]([C:6]([OH:8])=[O:7])=[CH:4][C:3]=1[S:11](Cl)(=[O:13])=[O:12].[NH:15]1[CH2:20][CH2:19][O:18][CH2:17][CH2:16]1. Product: [Br:1][C:2]1[CH:10]=[CH:9][C:5]([C:6]([OH:8])=[O:7])=[CH:4][C:3]=1[S:11]([N:15]1[CH2:20][CH2:19][O:18][CH2:17][CH2:16]1)(=[O:13])=[O:12]. The catalyst class is: 13. (2) Reactant: Br[CH2:2][C:3]([O:5][CH2:6][CH3:7])=[O:4].[CH:8]([NH2:11])([CH3:10])[CH3:9]. Product: [CH2:6]([O:5][C:3](=[O:4])[CH2:2][NH:11][CH:8]([CH3:10])[CH3:9])[CH3:7]. The catalyst class is: 11. (3) Reactant: [CH2:1]1[C@H:5]2[C@@H:6]([OH:9])[CH2:7][O:8][C@H:4]2[O:3][CH2:2]1.C(OC(=O)C)(=O)C. Product: [OH:9][CH:6]1[CH:5]2[CH:4]([O:3][CH2:2][CH2:1]2)[O:8][CH2:7]1. The catalyst class is: 57.